From a dataset of Catalyst prediction with 721,799 reactions and 888 catalyst types from USPTO. Predict which catalyst facilitates the given reaction. Reactant: Cl[C:2]1[N:3]=[CH:4][C:5](/[CH:8]=[CH:9]/[C:10]([O:12][CH2:13][CH3:14])=[O:11])=[N:6][CH:7]=1.[CH:15]1([CH2:21][N:22]2[CH2:27][CH2:26][CH2:25][C@@H:24]([NH2:28])[CH2:23]2)[CH2:20][CH2:19][CH2:18][CH2:17][CH2:16]1.C1(P(C2CCCCC2)C2C=CC=CC=2C2C=CC=CC=2N(C)C)CCCCC1.C(=O)([O-])[O-].[Cs+].[Cs+]. Product: [CH:15]1([CH2:21][N:22]2[CH2:27][CH2:26][CH2:25][C@@H:24]([NH:28][C:2]3[N:3]=[CH:4][C:5](/[CH:8]=[CH:9]/[C:10]([O:12][CH2:13][CH3:14])=[O:11])=[N:6][CH:7]=3)[CH2:23]2)[CH2:16][CH2:17][CH2:18][CH2:19][CH2:20]1. The catalyst class is: 160.